From a dataset of Reaction yield outcomes from USPTO patents with 853,638 reactions. Predict the reaction yield, written as a fraction of the theoretical maximum amount of product (1.0 means a 100% yield; for example, 0.34 means a 34% yield). (1) The reactants are [C:1]1([C:7]2([OH:15])[CH2:14][CH:10]3[CH2:11][NH:12][CH2:13][CH:9]3[CH2:8]2)[CH:6]=[CH:5][CH:4]=[CH:3][CH:2]=1.C(N(C(C)C)CC)(C)C.[N:25]([C:28]1[CH:33]=[CH:32][C:31]([O:34][CH3:35])=[CH:30][CH:29]=1)=[C:26]=[O:27]. The catalyst is ClCCl. The product is [OH:15][C:7]1([C:1]2[CH:2]=[CH:3][CH:4]=[CH:5][CH:6]=2)[CH2:14][CH:10]2[CH2:11][N:12]([C:26]([NH:25][C:28]3[CH:33]=[CH:32][C:31]([O:34][CH3:35])=[CH:30][CH:29]=3)=[O:27])[CH2:13][CH:9]2[CH2:8]1. The yield is 0.690. (2) The catalyst is C(O)(=O)C.CO. The reactants are [Cl:1][C:2]1[CH:9]=[CH:8][C:5]([C:6]#[N:7])=[C:4]([O:10][C:11]2[CH:16]=[CH:15][CH:14]=[C:13]([CH:17]=O)[CH:12]=2)[CH:3]=1.[CH2:19]([NH2:22])[CH2:20][CH3:21].C([BH3-])#N.[Na+].[C:27]([OH:34])(=[O:33])/[CH:28]=[CH:29]/[C:30]([OH:32])=[O:31]. The product is [C:27]([OH:34])(=[O:33])/[CH:28]=[CH:29]/[C:30]([OH:32])=[O:31].[Cl:1][C:2]1[CH:9]=[CH:8][C:5]([C:6]#[N:7])=[C:4]([O:10][C:11]2[CH:16]=[CH:15][CH:14]=[C:13]([CH2:17][NH:22][CH2:19][CH2:20][CH3:21])[CH:12]=2)[CH:3]=1. The yield is 0.780. (3) The yield is 0.590. The reactants are [NH2:1][C:2]1[S:3][C:4]2[C:9]([N:10]=1)=[CH:8][CH:7]=[C:6]([O:11][C:12]1[CH:13]=[CH:14][C:15]([F:26])=[C:16]([NH:18][C:19](=[O:25])[O:20][C:21]([CH3:24])([CH3:23])[CH3:22])[CH:17]=1)[N:5]=2.[CH:27]1([C:30](Cl)=[O:31])[CH2:29][CH2:28]1.O. The product is [CH:27]1([C:30]([NH:1][C:2]2[S:3][C:4]3[C:9]([N:10]=2)=[CH:8][CH:7]=[C:6]([O:11][C:12]2[CH:13]=[CH:14][C:15]([F:26])=[C:16]([NH:18][C:19](=[O:25])[O:20][C:21]([CH3:22])([CH3:23])[CH3:24])[CH:17]=2)[N:5]=3)=[O:31])[CH2:29][CH2:28]1. The catalyst is CN(C)C1C=CN=CC=1.N1C=CC=CC=1. (4) The yield is 0.950. The product is [CH2:52]([N:51]([CH3:50])[C:10]([C@@H:9]1[CH2:13][C@@H:14]([OH:16])[CH2:15][N:8]1[C:1]([O:3][C:4]([CH3:5])([CH3:6])[CH3:7])=[O:2])=[O:12])[CH2:53][CH2:54][CH2:55][CH:56]=[CH2:57]. The catalyst is CN(C=O)C. The reactants are [C:1]([N:8]1[CH2:15][C@@H:14]([OH:16])[CH2:13][C@H:9]1[C:10]([OH:12])=O)([O:3][C:4]([CH3:7])([CH3:6])[CH3:5])=[O:2].[B-](F)(F)(F)F.CN(C(ON1N=NC2C1=CC=CC=2)=[N+](C)C)C.S(C1C=CC(C)=CC=1)(O)(=O)=O.[CH3:50][NH:51][CH2:52][CH2:53][CH2:54][CH2:55][CH:56]=[CH2:57].CCN(C(C)C)C(C)C.